Dataset: NCI-60 drug combinations with 297,098 pairs across 59 cell lines. Task: Regression. Given two drug SMILES strings and cell line genomic features, predict the synergy score measuring deviation from expected non-interaction effect. (1) Drug 1: CCCCC(=O)OCC(=O)C1(CC(C2=C(C1)C(=C3C(=C2O)C(=O)C4=C(C3=O)C=CC=C4OC)O)OC5CC(C(C(O5)C)O)NC(=O)C(F)(F)F)O. Drug 2: C1=CC=C(C=C1)NC(=O)CCCCCCC(=O)NO. Cell line: MALME-3M. Synergy scores: CSS=57.5, Synergy_ZIP=8.39, Synergy_Bliss=10.00, Synergy_Loewe=-0.854, Synergy_HSA=7.56. (2) Drug 1: CN1CCC(CC1)COC2=C(C=C3C(=C2)N=CN=C3NC4=C(C=C(C=C4)Br)F)OC. Drug 2: CC(C)NC(=O)C1=CC=C(C=C1)CNNC.Cl. Cell line: NCI/ADR-RES. Synergy scores: CSS=0.594, Synergy_ZIP=0.161, Synergy_Bliss=-1.04, Synergy_Loewe=-9.53, Synergy_HSA=-4.72. (3) Drug 1: C1=NC2=C(N1)C(=S)N=CN2. Drug 2: N.N.Cl[Pt+2]Cl. Cell line: NCI-H460. Synergy scores: CSS=68.2, Synergy_ZIP=-3.70, Synergy_Bliss=-3.97, Synergy_Loewe=-0.950, Synergy_HSA=1.09. (4) Drug 1: CN1C(=O)N2C=NC(=C2N=N1)C(=O)N. Drug 2: CC1=C(N=C(N=C1N)C(CC(=O)N)NCC(C(=O)N)N)C(=O)NC(C(C2=CN=CN2)OC3C(C(C(C(O3)CO)O)O)OC4C(C(C(C(O4)CO)O)OC(=O)N)O)C(=O)NC(C)C(C(C)C(=O)NC(C(C)O)C(=O)NCCC5=NC(=CS5)C6=NC(=CS6)C(=O)NCCC[S+](C)C)O. Cell line: CAKI-1. Synergy scores: CSS=38.4, Synergy_ZIP=-3.26, Synergy_Bliss=-5.25, Synergy_Loewe=-33.9, Synergy_HSA=-4.80. (5) Drug 1: CCCCCOC(=O)NC1=NC(=O)N(C=C1F)C2C(C(C(O2)C)O)O. Drug 2: CC=C1C(=O)NC(C(=O)OC2CC(=O)NC(C(=O)NC(CSSCCC=C2)C(=O)N1)C(C)C)C(C)C. Cell line: MOLT-4. Synergy scores: CSS=65.5, Synergy_ZIP=0.311, Synergy_Bliss=0.121, Synergy_Loewe=-66.6, Synergy_HSA=-3.30. (6) Synergy scores: CSS=-3.16, Synergy_ZIP=2.33, Synergy_Bliss=-0.108, Synergy_Loewe=-4.98, Synergy_HSA=-5.54. Drug 1: C1=CC(=CC=C1C#N)C(C2=CC=C(C=C2)C#N)N3C=NC=N3. Drug 2: CN(C(=O)NC(C=O)C(C(C(CO)O)O)O)N=O. Cell line: LOX IMVI. (7) Drug 1: CC1C(C(CC(O1)OC2CC(CC3=C2C(=C4C(=C3O)C(=O)C5=C(C4=O)C(=CC=C5)OC)O)(C(=O)CO)O)N)O.Cl. Drug 2: C(CCl)NC(=O)N(CCCl)N=O. Cell line: SR. Synergy scores: CSS=73.2, Synergy_ZIP=-1.67, Synergy_Bliss=-1.36, Synergy_Loewe=-5.59, Synergy_HSA=0.511. (8) Drug 1: C1CCC(CC1)NC(=O)N(CCCl)N=O. Drug 2: C1=NC2=C(N1)C(=S)N=CN2. Cell line: HCT116. Synergy scores: CSS=40.0, Synergy_ZIP=-7.64, Synergy_Bliss=-9.01, Synergy_Loewe=-14.2, Synergy_HSA=-4.33. (9) Drug 1: CC1=CC2C(CCC3(C2CCC3(C(=O)C)OC(=O)C)C)C4(C1=CC(=O)CC4)C. Drug 2: C1=CC=C(C=C1)NC(=O)CCCCCCC(=O)NO. Cell line: UACC-257. Synergy scores: CSS=8.74, Synergy_ZIP=-5.45, Synergy_Bliss=-1.39, Synergy_Loewe=-26.6, Synergy_HSA=-3.72. (10) Drug 1: CC(C1=C(C=CC(=C1Cl)F)Cl)OC2=C(N=CC(=C2)C3=CN(N=C3)C4CCNCC4)N. Drug 2: C1=CC(=CC=C1CCCC(=O)O)N(CCCl)CCCl. Cell line: A549. Synergy scores: CSS=32.6, Synergy_ZIP=-5.48, Synergy_Bliss=-2.47, Synergy_Loewe=-2.12, Synergy_HSA=-1.22.